From a dataset of Forward reaction prediction with 1.9M reactions from USPTO patents (1976-2016). Predict the product of the given reaction. (1) Given the reactants [Cl:1][C:2]1[CH:3]=[CH:4][C:5]([C:39]([F:42])([F:41])[F:40])=[C:6]([C:8]2[CH:13]=[CH:12][N:11]([CH:14]([CH2:31][C:32]3[CH:33]=[N:34][CH:35]=[CH:36][CH:37]=3)[C:15]([NH:17][C:18]3[CH:30]=[CH:29][C:21]([C:22]([O:24]C(C)(C)C)=[O:23])=[CH:20][CH:19]=3)=[O:16])[C:10](=[O:38])[CH:9]=2)[CH:7]=1.C(O)(C(F)(F)F)=O, predict the reaction product. The product is: [Cl:1][C:2]1[CH:3]=[CH:4][C:5]([C:39]([F:42])([F:40])[F:41])=[C:6]([C:8]2[CH:13]=[CH:12][N:11]([CH:14]([CH2:31][C:32]3[CH:33]=[N:34][CH:35]=[CH:36][CH:37]=3)[C:15]([NH:17][C:18]3[CH:19]=[CH:20][C:21]([C:22]([OH:24])=[O:23])=[CH:29][CH:30]=3)=[O:16])[C:10](=[O:38])[CH:9]=2)[CH:7]=1. (2) Given the reactants [F:1][C:2]([F:21])([F:20])[C:3]([F:19])([F:18])[CH2:4][CH2:5][CH2:6]OS(C1C=CC(C)=CC=1)(=O)=O.[N-:22]=[N+]=[N-].[Na+].[CH3:26][C:27]([O:30][C:31]([O:33]C(OC(C)(C)C)=O)=O)([CH3:29])[CH3:28], predict the reaction product. The product is: [C:27]([O:30][C:31](=[O:33])[NH:22][CH2:6][CH2:5][CH2:4][C:3]([F:18])([F:19])[C:2]([F:1])([F:20])[F:21])([CH3:29])([CH3:28])[CH3:26]. (3) Given the reactants CC1(C)C(C)(C)[O:5][B:4]([C:9]2[CH:18]=[CH:17][C:12]3[C:13](=[O:16])[O:14][CH2:15][C:11]=3[CH:10]=2)[O:3]1.I([O-])(=O)(=O)=O.[Na+].C1COCC1.Cl, predict the reaction product. The product is: [O:16]=[C:13]1[C:12]2[CH:17]=[CH:18][C:9]([B:4]([OH:5])[OH:3])=[CH:10][C:11]=2[CH2:15][O:14]1. (4) Given the reactants [BH4-].[Na+].CO.[CH2:5]([C:9]1[N:10]([CH2:23][C:24]2[CH:29]=[CH:28][C:27]([C:30]3[C:31]([C:36]#[N:37])=[CH:32][CH:33]=[CH:34][CH:35]=3)=[CH:26][CH:25]=2)[C:11]([CH:21]=[O:22])=[C:12]([C:14]2[CH:19]=[CH:18][C:17]([F:20])=[CH:16][CH:15]=2)[N:13]=1)[CH2:6][CH2:7][CH3:8], predict the reaction product. The product is: [CH2:5]([C:9]1[N:10]([CH2:23][C:24]2[CH:25]=[CH:26][C:27]([C:30]3[C:31]([C:36]#[N:37])=[CH:32][CH:33]=[CH:34][CH:35]=3)=[CH:28][CH:29]=2)[C:11]([CH2:21][OH:22])=[C:12]([C:14]2[CH:15]=[CH:16][C:17]([F:20])=[CH:18][CH:19]=2)[N:13]=1)[CH2:6][CH2:7][CH3:8]. (5) Given the reactants [CH2:1]([N:8]1[CH:13]=[CH:12][C:11]([O:14]CC2C=CC=CC=2)=[C:10](I)[C:9]1=[O:23])[C:2]1[CH:7]=[CH:6][CH:5]=[CH:4][CH:3]=1.CCN(C(C)C)C(C)C.[CH2:33]([Si:35]([C:40]#[C:41][C:42]1[CH:47]=[CH:46][CH:45]=[CH:44][CH:43]=1)([CH2:38][CH3:39])[CH2:36][CH3:37])[CH3:34], predict the reaction product. The product is: [CH2:1]([N:8]1[CH:13]=[CH:12][C:11](=[O:14])[C:10]2[C:41]([C:42]3[CH:47]=[CH:46][CH:45]=[CH:44][CH:43]=3)=[C:40]([Si:35]([CH2:38][CH3:39])([CH2:33][CH3:34])[CH2:36][CH3:37])[O:23][C:9]1=2)[C:2]1[CH:3]=[CH:4][CH:5]=[CH:6][CH:7]=1. (6) Given the reactants [C:1]([CH:3]([C:5]1[CH:6]=[C:7]([CH:11]=[CH:12][CH:13]=1)[C:8]([OH:10])=[O:9])[CH3:4])#[N:2].[O:14](C(OC(C)(C)C)=O)[C:15]([O:17][C:18]([CH3:21])([CH3:20])[CH3:19])=O, predict the reaction product. The product is: [C:18]([O:17][C:15]([NH:2][CH2:1][CH:3]([C:5]1[CH:6]=[C:7]([CH:11]=[CH:12][CH:13]=1)[C:8]([OH:10])=[O:9])[CH3:4])=[O:14])([CH3:21])([CH3:20])[CH3:19].